This data is from Catalyst prediction with 721,799 reactions and 888 catalyst types from USPTO. The task is: Predict which catalyst facilitates the given reaction. (1) Reactant: C(=O)([O-])[O-].[K+].[K+].F[C:8]1[CH:15]=[CH:14][C:11]([CH:12]=[O:13])=[CH:10][CH:9]=1.[F:16][C:17]1[CH:22]=[CH:21][CH:20]=[CH:19][C:18]=1[OH:23]. Product: [F:16][C:17]1[CH:22]=[CH:21][CH:20]=[CH:19][C:18]=1[O:23][C:8]1[CH:15]=[CH:14][C:11]([CH:12]=[O:13])=[CH:10][CH:9]=1. The catalyst class is: 3. (2) Reactant: [C:1]([N:4]1[C:13]2[C:12]3=[N:14][C:15]([CH3:17])=[CH:16][N:11]3[CH:10]=[CH:9][C:8]=2[C@@H:7]([O:18][CH2:19][CH2:20][O:21][CH3:22])[C@H:6]([O:23][C:24](=[O:29])[C:25]([CH3:28])([CH3:27])[CH3:26])[C@H:5]1[C:30]1[CH:35]=[CH:34][CH:33]=[CH:32][CH:31]=1)(=[O:3])[CH3:2].C1C(=O)N([Br:43])C(=O)C1. Product: [C:1]([N:4]1[C:13]2[C:12]3=[N:14][C:15]([CH3:17])=[C:16]([Br:43])[N:11]3[CH:10]=[CH:9][C:8]=2[C@@H:7]([O:18][CH2:19][CH2:20][O:21][CH3:22])[C@H:6]([O:23][C:24](=[O:29])[C:25]([CH3:26])([CH3:27])[CH3:28])[C@H:5]1[C:30]1[CH:31]=[CH:32][CH:33]=[CH:34][CH:35]=1)(=[O:3])[CH3:2]. The catalyst class is: 8. (3) Reactant: [Si:1]([C:8]1[S:9][C:10]([C:13]2([OH:29])[CH2:18][CH2:17][N:16](C(OCC3C=CC=CC=3)=O)[CH2:15][CH2:14]2)=[CH:11][N:12]=1)([C:4]([CH3:7])([CH3:6])[CH3:5])([CH3:3])[CH3:2].[H][H]. The catalyst class is: 129. Product: [Si:1]([C:8]1[S:9][C:10]([C:13]2([OH:29])[CH2:18][CH2:17][NH:16][CH2:15][CH2:14]2)=[CH:11][N:12]=1)([C:4]([CH3:7])([CH3:5])[CH3:6])([CH3:2])[CH3:3]. (4) Reactant: [F:1][CH:2]([CH2:6][CH2:7][C:8]1[CH:13]=[CH:12][CH:11]=[CH:10][CH:9]=1)[C:3]([OH:5])=O.C(N1C=CN=C1)(N1C=CN=C1)=O.C(=O)=O.C(N(CC)CC)C.FC(F)(F)C(O)=O.[NH:43]1[CH2:47][CH2:46][C@@H:45]([S:48][C:49]2[CH:54]=[CH:53][C:52]([OH:55])=[CH:51][CH:50]=2)[CH2:44]1. Product: [F:1][CH:2]([CH2:6][CH2:7][C:8]1[CH:13]=[CH:12][CH:11]=[CH:10][CH:9]=1)[C:3]([N:43]1[CH2:47][CH2:46][C@@H:45]([S:48][C:49]2[CH:54]=[CH:53][C:52]([OH:55])=[CH:51][CH:50]=2)[CH2:44]1)=[O:5]. The catalyst class is: 3. (5) Reactant: [Br:1][C:2]1[C:3]([O:15]C)=[C:4]2[C:9](=[C:10]([O:12]C)[CH:11]=1)[N:8]=[CH:7][CH:6]=[C:5]2[Cl:14].[N+]([O-])([O-])=O.[NH4+].[Ce]. Product: [Br:1][C:2]1[C:3](=[O:15])[C:4]2[C:5]([Cl:14])=[CH:6][CH:7]=[N:8][C:9]=2[C:10](=[O:12])[CH:11]=1. The catalyst class is: 47. (6) The catalyst class is: 8. Product: [F:16][C:6]1[C:5]([CH2:4][C:3]([NH:19][NH2:20])=[O:2])=[C:14]([F:15])[CH:13]=[C:12]2[C:7]=1[CH:8]=[CH:9][CH:10]=[N:11]2. Reactant: C[O:2][C:3](=O)[CH2:4][C:5]1[C:6]([F:16])=[C:7]2[C:12](=[CH:13][C:14]=1[F:15])[N:11]=[CH:10][CH:9]=[CH:8]2.O.[NH2:19][NH2:20]. (7) The catalyst class is: 1. Reactant: [CH3:1][C:2]1[CH:7]=[CH:6][N:5]=[CH:4][CH:3]=1.[Li]CCCC.Br[CH2:14][CH2:15][CH2:16][Cl:17].O. Product: [Cl:17][CH2:16][CH2:15][CH2:14][CH2:1][C:2]1[CH:7]=[CH:6][N:5]=[CH:4][CH:3]=1. (8) Reactant: Cl.[CH3:2][C:3]1[S:4][C:5]2[CH:11]=[CH:10][C:9]([O:12][CH2:13][C@H:14]([OH:22])[CH2:15][N:16]3[CH2:21][CH2:20][NH:19][CH2:18][CH2:17]3)=[CH:8][C:6]=2[N:7]=1.C(N(CC)CC)C.Cl[CH2:31][C:32]1[CH:36]=[C:35]([C:37]2[CH:42]=[CH:41][C:40]([C:43]([F:46])([F:45])[F:44])=[CH:39][CH:38]=2)[O:34][N:33]=1. Product: [CH3:2][C:3]1[S:4][C:5]2[CH:11]=[CH:10][C:9]([O:12][CH2:13][C@H:14]([OH:22])[CH2:15][N:16]3[CH2:17][CH2:18][N:19]([CH2:31][C:32]4[CH:36]=[C:35]([C:37]5[CH:38]=[CH:39][C:40]([C:43]([F:45])([F:44])[F:46])=[CH:41][CH:42]=5)[O:34][N:33]=4)[CH2:20][CH2:21]3)=[CH:8][C:6]=2[N:7]=1. The catalyst class is: 107. (9) Reactant: [C:1]([C:5]1[CH:6]=[C:7]2[C:12](=[C:13]([F:15])[CH:14]=1)[C:11](=[O:16])[N:10]([C:17]1[N:24]=[CH:23][CH:22]=[C:21]([C:25]3[CH:30]=[C:29]([NH:31][C:32]4[CH:40]=[C:35]5[CH2:36][O:37][CH2:38][CH2:39][N:34]5[N:33]=4)[C:28](=[O:41])[N:27]([CH3:42])[CH:26]=3)[C:18]=1[CH:19]=[O:20])[N:9]=[CH:8]2)([CH3:4])([CH3:3])[CH3:2].[BH4-].[Na+]. Product: [C:1]([C:5]1[CH:6]=[C:7]2[C:12](=[C:13]([F:15])[CH:14]=1)[C:11](=[O:16])[N:10]([C:17]1[C:18]([CH2:19][OH:20])=[C:21]([C:25]3[CH:30]=[C:29]([NH:31][C:32]4[CH:40]=[C:35]5[CH2:36][O:37][CH2:38][CH2:39][N:34]5[N:33]=4)[C:28](=[O:41])[N:27]([CH3:42])[CH:26]=3)[CH:22]=[CH:23][N:24]=1)[N:9]=[CH:8]2)([CH3:4])([CH3:2])[CH3:3]. The catalyst class is: 5.